The task is: Predict the product of the given reaction.. This data is from Forward reaction prediction with 1.9M reactions from USPTO patents (1976-2016). Given the reactants [H-].[Al+3].[Li+].[H-].[H-].[H-].[N:7]1[CH:12]=[CH:11][C:10]([C:13]2[O:14][C:15]3[C:21]([C:22](O)=[O:23])=[CH:20][CH:19]=[CH:18][C:16]=3[N:17]=2)=[CH:9][CH:8]=1.[OH-].[Na+], predict the reaction product. The product is: [N:7]1[CH:12]=[CH:11][C:10]([C:13]2[O:14][C:15]3[C:21]([CH2:22][OH:23])=[CH:20][CH:19]=[CH:18][C:16]=3[N:17]=2)=[CH:9][CH:8]=1.